From a dataset of NCI-60 drug combinations with 297,098 pairs across 59 cell lines. Regression. Given two drug SMILES strings and cell line genomic features, predict the synergy score measuring deviation from expected non-interaction effect. (1) Drug 1: C1C(C(OC1N2C=C(C(=O)NC2=O)F)CO)O. Drug 2: C(CCl)NC(=O)N(CCCl)N=O. Cell line: BT-549. Synergy scores: CSS=20.3, Synergy_ZIP=-0.691, Synergy_Bliss=1.61, Synergy_Loewe=-3.02, Synergy_HSA=3.33. (2) Drug 1: CCCCCOC(=O)NC1=NC(=O)N(C=C1F)C2C(C(C(O2)C)O)O. Drug 2: C1CNP(=O)(OC1)N(CCCl)CCCl. Cell line: NCI-H460. Synergy scores: CSS=-4.66, Synergy_ZIP=2.47, Synergy_Bliss=1.90, Synergy_Loewe=-3.11, Synergy_HSA=-2.67. (3) Drug 1: CC1=CC2C(CCC3(C2CCC3(C(=O)C)OC(=O)C)C)C4(C1=CC(=O)CC4)C. Drug 2: CN(C(=O)NC(C=O)C(C(C(CO)O)O)O)N=O. Cell line: CCRF-CEM. Synergy scores: CSS=5.16, Synergy_ZIP=-0.614, Synergy_Bliss=0.481, Synergy_Loewe=3.39, Synergy_HSA=1.17. (4) Drug 1: CC=C1C(=O)NC(C(=O)OC2CC(=O)NC(C(=O)NC(CSSCCC=C2)C(=O)N1)C(C)C)C(C)C. Drug 2: CC(C)NC(=O)C1=CC=C(C=C1)CNNC.Cl. Cell line: HS 578T. Synergy scores: CSS=43.3, Synergy_ZIP=-1.13, Synergy_Bliss=-3.59, Synergy_Loewe=-50.2, Synergy_HSA=-3.04. (5) Drug 1: CCCS(=O)(=O)NC1=C(C(=C(C=C1)F)C(=O)C2=CNC3=C2C=C(C=N3)C4=CC=C(C=C4)Cl)F. Drug 2: CN(CCCl)CCCl.Cl. Cell line: HCT-15. Synergy scores: CSS=14.8, Synergy_ZIP=-3.75, Synergy_Bliss=-6.14, Synergy_Loewe=-21.1, Synergy_HSA=-11.1.